This data is from Forward reaction prediction with 1.9M reactions from USPTO patents (1976-2016). The task is: Predict the product of the given reaction. Given the reactants Cl[CH2:2][C:3]1[CH:4]=[C:5]([C:9]2[C:14]3[N:15]([C:18]4[CH:23]=[CH:22][CH:21]=[CH:20][CH:19]=4)[CH:16]=[N:17][C:13]=3[CH:12]=[C:11]([C:24]([F:27])([F:26])[F:25])[CH:10]=2)[CH:6]=[CH:7][CH:8]=1.[CH3:28][NH:29][CH3:30], predict the reaction product. The product is: [CH3:28][N:29]([CH2:2][C:3]1[CH:4]=[C:5]([C:9]2[C:14]3[N:15]([C:18]4[CH:23]=[CH:22][CH:21]=[CH:20][CH:19]=4)[CH:16]=[N:17][C:13]=3[CH:12]=[C:11]([C:24]([F:27])([F:26])[F:25])[CH:10]=2)[CH:6]=[CH:7][CH:8]=1)[CH3:30].